From a dataset of Catalyst prediction with 721,799 reactions and 888 catalyst types from USPTO. Predict which catalyst facilitates the given reaction. Reactant: C[O:2][C:3]([C@H:5]1[C@H:9]([CH:10]([CH3:12])[CH3:11])[CH2:8][N:7]([C:13]2[CH:18]=[C:17]([NH:19][CH2:20][CH2:21][C:22]3[CH:27]=[CH:26][C:25]([O:28][C:29]([F:32])([F:31])[F:30])=[CH:24][CH:23]=3)[N:16]=[C:15]([O:33][CH3:34])[N:14]=2)[CH2:6]1)=[O:4].[OH-].[Na+].Cl. Product: [CH:10]([C@@H:9]1[CH2:8][N:7]([C:13]2[CH:18]=[C:17]([NH:19][CH2:20][CH2:21][C:22]3[CH:27]=[CH:26][C:25]([O:28][C:29]([F:32])([F:30])[F:31])=[CH:24][CH:23]=3)[N:16]=[C:15]([O:33][CH3:34])[N:14]=2)[CH2:6][C@H:5]1[C:3]([OH:4])=[O:2])([CH3:12])[CH3:11]. The catalyst class is: 5.